This data is from Peptide-MHC class I binding affinity with 185,985 pairs from IEDB/IMGT. The task is: Regression. Given a peptide amino acid sequence and an MHC pseudo amino acid sequence, predict their binding affinity value. This is MHC class I binding data. (1) The peptide sequence is RLSSLSLAL. The MHC is BoLA-HD6 with pseudo-sequence BoLA-HD6. The binding affinity (normalized) is 0.450. (2) The binding affinity (normalized) is 0.203. The MHC is HLA-A31:01 with pseudo-sequence HLA-A31:01. The peptide sequence is ILKEHVSRY. (3) The peptide sequence is MVIENGILKK. The MHC is HLA-A02:06 with pseudo-sequence HLA-A02:06. The binding affinity (normalized) is 0.